This data is from Reaction yield outcomes from USPTO patents with 853,638 reactions. The task is: Predict the reaction yield, written as a fraction of the theoretical maximum amount of product (1.0 means a 100% yield; for example, 0.34 means a 34% yield). (1) The catalyst is Br.CC(O)=O. The product is [NH2:32][CH:29]1[CH2:28][CH2:27][N:26]([C:20]2[NH:21][C:22](=[O:24])[CH:23]=[C:18]([C:12]3[C:11]4[C:15](=[CH:16][CH:17]=[C:9]([C:3]5[C:4]([F:8])=[CH:5][CH:6]=[CH:7][C:2]=5[F:1])[CH:10]=4)[NH:14][CH:13]=3)[N:19]=2)[CH2:31][CH2:30]1. The reactants are [F:1][C:2]1[CH:7]=[CH:6][CH:5]=[C:4]([F:8])[C:3]=1[C:9]1[CH:10]=[C:11]2[C:15](=[CH:16][CH:17]=1)[NH:14][CH:13]=[C:12]2[C:18]1[CH:23]=[C:22]([O:24]C)[N:21]=[C:20]([N:26]2[CH2:31][CH2:30][CH:29]([NH:32]C(=O)OC(C)(C)C)[CH2:28][CH2:27]2)[N:19]=1. The yield is 0.200. (2) The reactants are [Cl-].[C:2]1([S+:8]([C:15]2[CH:20]=[CH:19][CH:18]=[CH:17][CH:16]=2)[C:9]2[CH:14]=[CH:13][CH:12]=[CH:11][CH:10]=2)[CH:7]=[CH:6][CH:5]=[CH:4][CH:3]=1.O.[CH:22]([C:24]1[CH:29]=[CH:28][C:27]([S:30]([O-:33])(=[O:32])=[O:31])=[CH:26][CH:25]=1)=[CH2:23].[Na+]. The catalyst is ClCCl. The product is [CH:22]([C:24]1[CH:25]=[CH:26][C:27]([S:30]([O-:33])(=[O:31])=[O:32])=[CH:28][CH:29]=1)=[CH2:23].[C:15]1([S+:8]([C:2]2[CH:3]=[CH:4][CH:5]=[CH:6][CH:7]=2)[C:9]2[CH:14]=[CH:13][CH:12]=[CH:11][CH:10]=2)[CH:16]=[CH:17][CH:18]=[CH:19][CH:20]=1. The yield is 0.700. (3) The reactants are [C:1]1(P([C:1]2[CH:6]=CC=[CH:3][CH:2]=2)[C:1]2[CH:6]=CC=[CH:3][CH:2]=2)[CH:6]=CC=[CH:3][CH:2]=1.C(O)CC=C.[Br:25][C:26]1[C:31]([OH:32])=[CH:30][CH:29]=[CH:28][N:27]=1.N(C(OCC)=O)=NC(OCC)=O. The catalyst is C1COCC1. The product is [Br:25][C:26]1[C:31]([O:32][CH2:3][CH2:2][CH:1]=[CH2:6])=[CH:30][CH:29]=[CH:28][N:27]=1. The yield is 0.780. (4) The reactants are Cl.[NH2:2][CH:3]([C:5]([O:7][C:8]([CH3:11])([CH3:10])[CH3:9])=[O:6])[CH3:4].S([O-])([O-])(=O)=O.[Mg+2].[CH:18](=O)[C:19]1[CH:24]=[CH:23][CH:22]=[CH:21][CH:20]=1.C(N(CC)CC)C. The catalyst is C(Cl)Cl. The product is [CH:18](=[N:2][C@H:3]([C:5]([O:7][C:8]([CH3:11])([CH3:10])[CH3:9])=[O:6])[CH3:4])[C:19]1[CH:24]=[CH:23][CH:22]=[CH:21][CH:20]=1. The yield is 0.830. (5) The reactants are Br[C:2]1[CH:3]=[C:4]([CH:7]=[CH:8][CH:9]=1)[C:5]#[N:6].[NH:10]1[C:18]2[C:13](=[CH:14][CH:15]=[CH:16][CH:17]=2)[C:12]2([CH:22](B(O)O)[CH2:21][CH2:20][CH2:19]2)[C:11]1=[O:26].C(=O)([O-])[O-].[Na+].[Na+].[OH-].[Na+]. The catalyst is COCCOC.O.C1C=CC([P]([Pd]([P](C2C=CC=CC=2)(C2C=CC=CC=2)C2C=CC=CC=2)([P](C2C=CC=CC=2)(C2C=CC=CC=2)C2C=CC=CC=2)[P](C2C=CC=CC=2)(C2C=CC=CC=2)C2C=CC=CC=2)(C2C=CC=CC=2)C2C=CC=CC=2)=CC=1. The product is [C:5]([C:4]1[CH:3]=[C:2]([C:15]2[CH:14]=[C:13]3[C:18](=[CH:17][CH:16]=2)[NH:10][C:11](=[O:26])[C:12]23[CH2:22][CH2:21][CH2:20][CH2:19]2)[CH:9]=[CH:8][CH:7]=1)#[N:6]. The yield is 0.400. (6) The catalyst is C1COCC1. The reactants are [NH2:1][C@:2]12[CH2:28][CH2:27][C@@H:26]([C:29]([CH3:31])=[CH2:30])[C@@H:3]1[C@@H:4]1[C@@:17]([CH3:20])([CH2:18][CH2:19]2)[C@@:16]2([CH3:21])[C@@H:7]([C@:8]3([CH3:25])[C@@H:13]([CH2:14][CH2:15]2)[C:12]([CH3:23])([CH3:22])[C:11](=[O:24])[CH2:10][CH2:9]3)[CH2:6][CH2:5]1.[C:32](O[C:32]([O:34][C:35]([CH3:38])([CH3:37])[CH3:36])=[O:33])([O:34][C:35]([CH3:38])([CH3:37])[CH3:36])=[O:33].Cl.[Cl-].[NH4+]. The yield is 0.930. The product is [C:35]([O:34][C:32](=[O:33])[NH:1][C@:2]12[CH2:28][CH2:27][C@@H:26]([C:29]([CH3:31])=[CH2:30])[C@@H:3]1[C@@H:4]1[C@@:17]([CH3:20])([CH2:18][CH2:19]2)[C@@:16]2([CH3:21])[C@@H:7]([C@:8]3([CH3:25])[C@@H:13]([CH2:14][CH2:15]2)[C:12]([CH3:22])([CH3:23])[C:11](=[O:24])[CH2:10][CH2:9]3)[CH2:6][CH2:5]1)([CH3:38])([CH3:37])[CH3:36]. (7) The reactants are [CH2:1]([O:8][C:9]1[CH:10]=[C:11](Br)[CH:12]=[CH:13][CH:14]=1)[C:2]1[CH:7]=[CH:6][CH:5]=[CH:4][CH:3]=1.[CH3:16][O:17][C:18]([C:20]1[CH:21]=[C:22](B(O)O)[CH:23]=[CH:24][CH:25]=1)=[O:19].[OH-].[Ba+2].[OH-].COCCOC. The catalyst is C1C=CC([P]([Pd]([P](C2C=CC=CC=2)(C2C=CC=CC=2)C2C=CC=CC=2)([P](C2C=CC=CC=2)(C2C=CC=CC=2)C2C=CC=CC=2)[P](C2C=CC=CC=2)(C2C=CC=CC=2)C2C=CC=CC=2)(C2C=CC=CC=2)C2C=CC=CC=2)=CC=1.O. The product is [CH3:16][O:17][C:18]([C:20]1[CH:25]=[C:24]([C:11]2[CH:12]=[CH:13][CH:14]=[C:9]([O:8][CH2:1][C:2]3[CH:7]=[CH:6][CH:5]=[CH:4][CH:3]=3)[CH:10]=2)[CH:23]=[CH:22][CH:21]=1)=[O:19]. The yield is 0.600. (8) The reactants are [CH2:1]([CH2:6][NH2:7])[CH2:2][C:3](O)=[O:4].[P:8]([OH:11])([OH:10])[OH:9].Cl.N1C=CC=C(CC(O)=[O:21])C=1.[OH:23][PH:24]([OH:26])=[O:25].P(Cl)(Cl)(Cl)=O. The catalyst is O.C1(C)C=CC=CC=1. The product is [CH2:1]([CH2:6][NH2:7])[CH2:2][C:3]([P:24]([OH:26])([OH:25])=[O:23])([P:8]([OH:11])([OH:10])=[O:9])[OH:4].[OH2:21]. The yield is 0.560. (9) The reactants are [OH:1][C:2]1[CH:3]=[C:4]([CH:9]=[CH:10][CH:11]=1)[C:5]([O:7][CH3:8])=[O:6].Cl[CH2:13][C:14]1[CH:19]=[CH:18][C:17]([O:20][CH3:21])=[CH:16][CH:15]=1.C([O-])([O-])=O.[K+].[K+]. The catalyst is [I-].C([N+](CCCC)(CCCC)CCCC)CCC.CC(C)=O. The product is [CH3:21][O:20][C:17]1[CH:18]=[CH:19][C:14]([CH2:13][O:1][C:2]2[CH:3]=[C:4]([CH:9]=[CH:10][CH:11]=2)[C:5]([O:7][CH3:8])=[O:6])=[CH:15][CH:16]=1. The yield is 0.350.